Dataset: Forward reaction prediction with 1.9M reactions from USPTO patents (1976-2016). Task: Predict the product of the given reaction. (1) Given the reactants O.BrN1C(=[O:8])CCC1=O.[CH2:10]([O:12][C:13]([C:15]1([CH2:21][CH:22]2[CH2:24][CH2:23]2)SCCCS1)=[O:14])[CH3:11], predict the reaction product. The product is: [CH2:10]([O:12][C:13](=[O:14])[C:15](=[O:8])[CH2:21][CH:22]1[CH2:24][CH2:23]1)[CH3:11]. (2) Given the reactants [NH2:1][CH2:2][CH2:3][C:4]1[CH:5]=[C:6]([CH2:10][C@H:11]([NH:13][CH2:14][C@@H:15]([C:24]2[CH:33]=[CH:32][C:31]([O:34][CH2:35][C:36]3[CH:41]=[CH:40][CH:39]=[CH:38][CH:37]=3)=[C:30]3[C:25]=2[CH:26]=[CH:27][C:28](=[O:42])[NH:29]3)[O:16][Si:17]([C:20]([CH3:23])([CH3:22])[CH3:21])([CH3:19])[CH3:18])[CH3:12])[CH:7]=[CH:8][CH:9]=1.[C:43]1([C:75]2[CH:80]=[CH:79][CH:78]=[CH:77][CH:76]=2)[CH:48]=[CH:47][CH:46]=[CH:45][C:44]=1[NH:49][C:50]([O:52][CH:53]1[CH2:58][CH2:57][N:56]([CH2:59][CH2:60][C:61](CNC2C=CC(CC(O)=O)=CC=2)=[O:62])[CH2:55][CH2:54]1)=[O:51].[O-]S(C(F)(F)F)(=O)=O.C([N:92]([CH2:96]C)[CH:93]([CH3:95])[CH3:94])(C)C, predict the reaction product. The product is: [CH2:35]([O:34][C:31]1[CH:32]=[CH:33][C:24]([C@@H:15]([O:16][Si:17]([C:20]([CH3:21])([CH3:23])[CH3:22])([CH3:19])[CH3:18])[CH2:14][NH:13][C@H:11]([CH3:12])[CH2:10][C:6]2[CH:5]=[C:4]([CH2:3][CH2:2][NH:1][C:15]([CH2:24][C:25]3[CH:30]=[CH:94][C:93]([N:92]([CH3:96])[C:61]([CH2:60][CH2:59][N:56]4[CH2:57][CH2:58][CH:53]([O:52][C:50](=[O:51])[NH:49][C:44]5[CH:45]=[CH:46][CH:47]=[CH:48][C:43]=5[C:75]5[CH:80]=[CH:79][CH:78]=[CH:77][CH:76]=5)[CH2:54][CH2:55]4)=[O:62])=[CH:95][CH:26]=3)=[O:16])[CH:9]=[CH:8][CH:7]=2)=[C:25]2[C:30]=1[NH:29][C:28](=[O:42])[CH:27]=[CH:26]2)[C:36]1[CH:37]=[CH:38][CH:39]=[CH:40][CH:41]=1. (3) Given the reactants [H-].[Na+].[NH:3]1[C:11]2[C:6](=[CH:7][CH:8]=[CH:9][CH:10]=2)[C:5]([C:12]([O:14][CH3:15])=[O:13])=[CH:4]1.[CH:16](I)([CH3:18])[CH3:17].O, predict the reaction product. The product is: [CH:16]([N:3]1[C:11]2[C:6](=[CH:7][CH:8]=[CH:9][CH:10]=2)[C:5]([C:12]([O:14][CH3:15])=[O:13])=[CH:4]1)([CH3:18])[CH3:17]. (4) Given the reactants [CH2:1]([O:3][CH2:4][C:5]1[N:6]([CH2:18][CH2:19][CH2:20][O:21][N:22]=[C:23]([CH3:25])[CH3:24])[C:7]2[C:16]3[CH:15]=[CH:14][CH:13]=[CH:12][C:11]=3[N:10]=[CH:9][C:8]=2[N:17]=1)[CH3:2].C1C=C(Cl)C=C(C(OO)=[O:34])C=1, predict the reaction product. The product is: [CH2:1]([O:3][CH2:4][C:5]1[N:6]([CH2:18][CH2:19][CH2:20][O:21][N:22]=[C:23]([CH3:24])[CH3:25])[C:7]2[C:16]3[CH:15]=[CH:14][CH:13]=[CH:12][C:11]=3[N+:10]([O-:34])=[CH:9][C:8]=2[N:17]=1)[CH3:2]. (5) Given the reactants C([O:8][C:9]1[CH:14]=[CH:13][C:12]([C:15]2[CH2:20][C:19]([CH3:22])([CH3:21])[CH2:18][C:17]([CH3:24])([CH3:23])[CH:16]=2)=[CH:11][CH:10]=1)C1C=CC=CC=1, predict the reaction product. The product is: [CH3:23][C:17]1([CH3:24])[CH2:18][C:19]([CH3:21])([CH3:22])[CH2:20][CH:15]([C:12]2[CH:13]=[CH:14][C:9]([OH:8])=[CH:10][CH:11]=2)[CH2:16]1.